Dataset: NCI-60 drug combinations with 297,098 pairs across 59 cell lines. Task: Regression. Given two drug SMILES strings and cell line genomic features, predict the synergy score measuring deviation from expected non-interaction effect. (1) Drug 1: C(CC(=O)O)C(=O)CN.Cl. Drug 2: CS(=O)(=O)OCCCCOS(=O)(=O)C. Cell line: NCI-H522. Synergy scores: CSS=21.8, Synergy_ZIP=-7.27, Synergy_Bliss=-3.68, Synergy_Loewe=-1.62, Synergy_HSA=0.225. (2) Cell line: KM12. Synergy scores: CSS=14.6, Synergy_ZIP=-6.18, Synergy_Bliss=-2.84, Synergy_Loewe=-2.37, Synergy_HSA=-1.91. Drug 2: C1=NNC2=C1C(=O)NC=N2. Drug 1: C1=CC=C(C=C1)NC(=O)CCCCCCC(=O)NO. (3) Drug 1: CCCCC(=O)OCC(=O)C1(CC(C2=C(C1)C(=C3C(=C2O)C(=O)C4=C(C3=O)C=CC=C4OC)O)OC5CC(C(C(O5)C)O)NC(=O)C(F)(F)F)O. Drug 2: CN1C2=C(C=C(C=C2)N(CCCl)CCCl)N=C1CCCC(=O)O.Cl. Cell line: UO-31. Synergy scores: CSS=24.5, Synergy_ZIP=24.7, Synergy_Bliss=22.4, Synergy_Loewe=13.4, Synergy_HSA=19.7. (4) Drug 1: CC1CCC2CC(C(=CC=CC=CC(CC(C(=O)C(C(C(=CC(C(=O)CC(OC(=O)C3CCCCN3C(=O)C(=O)C1(O2)O)C(C)CC4CCC(C(C4)OC)OCCO)C)C)O)OC)C)C)C)OC. Drug 2: CCC1(CC2CC(C3=C(CCN(C2)C1)C4=CC=CC=C4N3)(C5=C(C=C6C(=C5)C78CCN9C7C(C=CC9)(C(C(C8N6C)(C(=O)OC)O)OC(=O)C)CC)OC)C(=O)OC)O.OS(=O)(=O)O. Cell line: NCI-H522. Synergy scores: CSS=1.84, Synergy_ZIP=0.562, Synergy_Bliss=1.27, Synergy_Loewe=-5.10, Synergy_HSA=-1.36.